This data is from Forward reaction prediction with 1.9M reactions from USPTO patents (1976-2016). The task is: Predict the product of the given reaction. (1) Given the reactants [Cl:1][C:2]1[CH:3]=[N:4][CH:5]=[C:6]([Cl:11])[C:7]=1[C:8]([OH:10])=O.CC[N:14](C(C)C)C(C)C.CN(C(ON1N=NC2C=CC=NC1=2)=[N+](C)C)C.F[P-](F)(F)(F)(F)F.[Cl:45][C:46]1[CH:47]=[C:48]([CH:52]=[CH:53][N:54]=1)[C:49]([NH2:51])=O, predict the reaction product. The product is: [Cl:11][C:6]1[CH:5]=[N:4][CH:3]=[C:2]([Cl:1])[C:7]=1[C:8]([NH:51][C:49]([C:48]1[CH:52]=[CH:53][N:54]=[C:46]([Cl:45])[CH:47]=1)=[NH:14])=[O:10]. (2) Given the reactants [CH2:1]([O:4][C:5]1[CH:16]=[CH:15][CH:14]=[CH:13][C:6]=1[CH2:7][CH:8]([C:11]#[N:12])[C:9]#[N:10])[CH:2]=[CH2:3].[NH2:17][NH2:18], predict the reaction product. The product is: [CH2:1]([O:4][C:5]1[CH:16]=[CH:15][CH:14]=[CH:13][C:6]=1[CH2:7][C:8]1[C:11]([NH2:12])=[N:17][NH:18][C:9]=1[NH2:10])[CH:2]=[CH2:3]. (3) Given the reactants [CH3:1][O:2][C:3](=[O:20])[CH2:4][C:5]1[CH:10]=[CH:9][C:8](OS(C(F)(F)F)(=O)=O)=[C:7]([Cl:19])[CH:6]=1.C([O-])(O)=O.[Na+].[CH3:26][N:27](C=O)C, predict the reaction product. The product is: [CH3:1][O:2][C:3](=[O:20])[CH2:4][C:5]1[CH:10]=[CH:9][C:8]([C:26]#[N:27])=[C:7]([Cl:19])[CH:6]=1. (4) Given the reactants [C:1](Cl)(=[O:8])[C:2]1[CH:7]=[CH:6][CH:5]=[CH:4][CH:3]=1.[N:10]([C@@H:13]1[C@@H:20]([CH3:21])[O:19][C@H:16]([O:17][CH3:18])[C@@H:15]([OH:22])[C@H:14]1[O:23][CH2:24][C:25]1[CH:30]=[CH:29][CH:28]=[CH:27][CH:26]=1)=[N+:11]=[N-:12].CO, predict the reaction product. The product is: [N:10]([C@@H:13]1[C@@H:20]([CH3:21])[O:19][C@H:16]([O:17][CH3:18])[C@@H:15]([O:22][C:1](=[O:8])[C:2]2[CH:7]=[CH:6][CH:5]=[CH:4][CH:3]=2)[C@H:14]1[O:23][CH2:24][C:25]1[CH:30]=[CH:29][CH:28]=[CH:27][CH:26]=1)=[N+:11]=[N-:12]. (5) Given the reactants [CH3:1][C:2]1[C:8](=[O:9])[NH:7][C:5](=[O:6])[N:4]([C@@H:10]2[O:14][C@H:13]([CH2:15][OH:16])[CH:12]=[CH:11]2)[CH:3]=1.CN1C(=O)N(C)CCC1, predict the reaction product. The product is: [C@@H:10]1([N:4]2[CH:3]=[C:2]([CH3:1])[C:8](=[O:9])[NH:7][C:5]2=[O:6])[O:14][C@H:13]([CH2:15][OH:16])[CH:12]=[CH:11]1. (6) The product is: [Cl:1][C:2]1[N:7]=[C:6]([N:8]([C:16]2[CH:21]=[CH:20][CH:19]=[C:18]([N:22]([OH:23])[C:25](=[O:28])[CH:26]=[CH2:27])[CH:17]=2)[C:9](=[O:15])[O:10][C:11]([CH3:14])([CH3:13])[CH3:12])[C:5]([F:24])=[CH:4][N:3]=1. Given the reactants [Cl:1][C:2]1[N:7]=[C:6]([N:8]([C:16]2[CH:21]=[CH:20][CH:19]=[C:18]([NH:22][OH:23])[CH:17]=2)[C:9](=[O:15])[O:10][C:11]([CH3:14])([CH3:13])[CH3:12])[C:5]([F:24])=[CH:4][N:3]=1.[C:25](Cl)(=[O:28])[CH:26]=[CH2:27].CCCCCC.C(OCC)(=O)C.C(=O)(O)[O-].[Na+], predict the reaction product. (7) Given the reactants [Br-].[CH2:2]([N+:9]1[CH:14]=[CH:13][C:12]([CH:15]2[CH2:18][N:17]([C:19]([O:21][C:22]([CH3:25])([CH3:24])[CH3:23])=[O:20])[CH2:16]2)=[CH:11][CH:10]=1)[C:3]1[CH:8]=[CH:7][CH:6]=[CH:5][CH:4]=1.[BH4-].[Na+], predict the reaction product. The product is: [CH2:2]([N:9]1[CH2:10][CH:11]=[C:12]([CH:15]2[CH2:16][N:17]([C:19]([O:21][C:22]([CH3:25])([CH3:24])[CH3:23])=[O:20])[CH2:18]2)[CH2:13][CH2:14]1)[C:3]1[CH:8]=[CH:7][CH:6]=[CH:5][CH:4]=1.